Dataset: Full USPTO retrosynthesis dataset with 1.9M reactions from patents (1976-2016). Task: Predict the reactants needed to synthesize the given product. (1) Given the product [F:1][C:2]1[CH:3]=[C:4]([CH:12]=[CH:13][CH:14]=1)[CH2:5][C:6]1[S:10][C:9](=[NH:11])[N:8]([CH2:18][CH2:17][O:16][CH3:15])[CH:7]=1, predict the reactants needed to synthesize it. The reactants are: [F:1][C:2]1[CH:3]=[C:4]([CH:12]=[CH:13][CH:14]=1)[CH2:5][C:6]1[S:10][C:9]([NH2:11])=[N:8][CH:7]=1.[CH3:15][O:16][CH2:17][CH2:18]Br. (2) The reactants are: [CH3:1][C:2]1([CH3:38])[O:7][C:6]2[CH:8]=[CH:9][C:10]([C@H:12]3[O:16][C:15](=[O:17])[N:14]([CH2:18][CH2:19][CH2:20][CH2:21][CH2:22][CH2:23][O:24][CH2:25][CH2:26][O:27][CH2:28][C:29]4[CH:34]=[CH:33][CH:32]=[C:31]([N+:35]([O-])=O)[CH:30]=4)[CH2:13]3)=[CH:11][C:5]=2[CH2:4][O:3]1. Given the product [NH2:35][C:31]1[CH:30]=[C:29]([CH2:28][O:27][CH2:26][CH2:25][O:24][CH2:23][CH2:22][CH2:21][CH2:20][CH2:19][CH2:18][N:14]2[CH2:13][C@@H:12]([C:10]3[CH:9]=[CH:8][C:6]4[O:7][C:2]([CH3:1])([CH3:38])[O:3][CH2:4][C:5]=4[CH:11]=3)[O:16][C:15]2=[O:17])[CH:34]=[CH:33][CH:32]=1, predict the reactants needed to synthesize it.